This data is from Reaction yield outcomes from USPTO patents with 853,638 reactions. The task is: Predict the reaction yield, written as a fraction of the theoretical maximum amount of product (1.0 means a 100% yield; for example, 0.34 means a 34% yield). The reactants are CS([O:5][C:6]1[CH:7]=[C:8]2[C:13](=[CH:14][CH:15]=1)[C:12]([C:16](=[O:32])[C:17]1[CH:22]=[CH:21][C:20]([O:23][CH2:24][CH2:25][N:26]3[CH2:31][CH2:30][CH2:29][CH2:28][CH2:27]3)=[CH:19][CH:18]=1)=[C:11](OS(C(F)(F)F)(=O)=O)[CH:10]=[CH:9]2)(=O)=O.[F-].[Cs+].B1(B2OCC(C)(C)CO2)OCC(C)(C)CO1.Br[C:60]1[CH:65]=[C:64]([F:66])[CH:63]=[C:62]([F:67])[C:61]=1[F:68]. The yield is 1.00. The product is [OH:5][C:6]1[CH:7]=[C:8]2[C:13](=[CH:14][CH:15]=1)[C:12]([C:16]([C:17]1[CH:22]=[CH:21][C:20]([O:23][CH2:24][CH2:25][N:26]3[CH2:27][CH2:28][CH2:29][CH2:30][CH2:31]3)=[CH:19][CH:18]=1)=[O:32])=[C:11]([C:60]1[CH:65]=[C:64]([F:66])[CH:63]=[C:62]([F:67])[C:61]=1[F:68])[CH:10]=[CH:9]2. The catalyst is C(#N)C.